Dataset: Reaction yield outcomes from USPTO patents with 853,638 reactions. Task: Predict the reaction yield, written as a fraction of the theoretical maximum amount of product (1.0 means a 100% yield; for example, 0.34 means a 34% yield). (1) The reactants are [CH3:1][C:2]1[O:6][N:5]=[C:4]([C:7]2[CH:12]=[CH:11][CH:10]=[CH:9][CH:8]=2)[C:3]=1[CH2:13][O:14][C:15]1[CH:23]=[CH:22][C:18]([C:19]([OH:21])=O)=[CH:17][N:16]=1.F[B-](F)(F)F.N1(OC(N(C)C)=[N+](C)C)C2C=CC=CC=2N=N1.C(N(CC)C(C)C)(C)C.Cl.[CH2:56]([O:58][C:59](=[O:68])[CH2:60][N:61]1[CH2:66][CH2:65][CH2:64][CH:63]([NH2:67])[CH2:62]1)[CH3:57]. The catalyst is CN(C=O)C. The product is [CH2:56]([O:58][C:59](=[O:68])[CH2:60][N:61]1[CH2:66][CH2:65][CH2:64][CH:63]([NH:67][C:19]([C:18]2[CH:17]=[N:16][C:15]([O:14][CH2:13][C:3]3[C:4]([C:7]4[CH:8]=[CH:9][CH:10]=[CH:11][CH:12]=4)=[N:5][O:6][C:2]=3[CH3:1])=[CH:23][CH:22]=2)=[O:21])[CH2:62]1)[CH3:57]. The yield is 0.810. (2) The reactants are [NH2:1][C:2]1[N:3]=[CH:4][N:5]([CH2:11][C:12]2[CH:17]=[CH:16][CH:15]=[CH:14][CH:13]=2)[C:6]=1[S:7]([NH2:10])(=[O:9])=[O:8].[CH2:18]([N:25]1[C:34]2[C:29](=[CH:30][CH:31]=[CH:32][CH:33]=2)[C:28](=[O:35])[C:27](=[C:36](SC)SC)[C:26]1=[O:41])[C:19]1[CH:24]=[CH:23][CH:22]=[CH:21][CH:20]=1. The catalyst is C1(C)C=CC=CC=1. The product is [CH2:18]([N:25]1[C:34]2[C:29](=[CH:30][CH:31]=[CH:32][CH:33]=2)[C:28]([OH:35])=[C:27]([C:36]2[NH:1][C:2]3[N:3]=[CH:4][N:5]([CH2:11][C:12]4[CH:13]=[CH:14][CH:15]=[CH:16][CH:17]=4)[C:6]=3[S:7](=[O:9])(=[O:8])[N:10]=2)[C:26]1=[O:41])[C:19]1[CH:20]=[CH:21][CH:22]=[CH:23][CH:24]=1. The yield is 0.500. (3) The reactants are Cl[C:2]1[N:3]=[C:4]([N:14]2[CH2:19][CH2:18][O:17][CH2:16][CH2:15]2)[C:5]2[S:10][C:9]([CH2:11][NH:12][CH3:13])=[CH:8][C:6]=2[N:7]=1.CC1(C)C(C)(C)OB([C:28]2[CH:36]=[CH:35][CH:34]=[C:33]3[C:29]=2[CH:30]=[N:31][NH:32]3)O1. No catalyst specified. The product is [NH:32]1[C:33]2[C:29](=[C:28]([C:2]3[N:3]=[C:4]([N:14]4[CH2:19][CH2:18][O:17][CH2:16][CH2:15]4)[C:5]4[S:10][C:9]([CH2:11][NH:12][CH3:13])=[CH:8][C:6]=4[N:7]=3)[CH:36]=[CH:35][CH:34]=2)[CH:30]=[N:31]1. The yield is 0.280. (4) The product is [Cl:41][C:42]1[N:47]=[C:46]([C:31]2[CH:32]=[CH:33][C:34]([N+:37]([O-:39])=[O:38])=[CH:35][CH:36]=2)[CH:45]=[CH:44][N:43]=1. The reactants are FC1C=C(C2N=C(SC)N=C(N3CCOC[C@@H]3C)C=2)C=NC=1.CC1(C)C(C)(C)OB([C:31]2[CH:36]=[CH:35][C:34]([N+:37]([O-:39])=[O:38])=[CH:33][CH:32]=2)O1.[Cl:41][C:42]1[N:47]=[C:46](Cl)[CH:45]=[CH:44][N:43]=1. No catalyst specified. The yield is 0.530. (5) The reactants are C[N:2](C)[CH:3]=[CH:4][C:5]([C:7]1[C:12](=[O:13])[CH:11]=[CH:10][N:9]([C:14]2[CH:19]=[CH:18][C:17]([S:20]([CH3:23])(=[O:22])=[O:21])=[CH:16][CH:15]=2)[N:8]=1)=O.[C:25]1([NH:31]N)[CH:30]=[CH:29][CH:28]=[CH:27][CH:26]=1. The catalyst is CO. The product is [CH3:23][S:20]([C:17]1[CH:18]=[CH:19][C:14]([N:9]2[CH:10]=[CH:11][C:12](=[O:13])[C:7]([C:5]3[N:31]([C:25]4[CH:30]=[CH:29][CH:28]=[CH:27][CH:26]=4)[N:2]=[CH:3][CH:4]=3)=[N:8]2)=[CH:15][CH:16]=1)(=[O:22])=[O:21]. The yield is 0.0600. (6) The reactants are Cl[C:2]1[CH:3]=[C:4]([N:11]([CH2:19][CH:20]2[CH2:25][CH2:24][O:23][CH2:22][CH2:21]2)[C:12](=[O:18])[O:13][C:14]([CH3:17])([CH3:16])[CH3:15])[C:5]2[N:6]([CH:8]=[CH:9][N:10]=2)[N:7]=1.[CH:26]([NH2:30])([CH2:28][CH3:29])[CH3:27].CC1(C)C2C(=C(P(C3C=CC=CC=3)C3C=CC=CC=3)C=CC=2)OC2C(P(C3C=CC=CC=3)C3C=CC=CC=3)=CC=CC1=2.C(=O)([O-])[O-].[K+].[K+]. The catalyst is CC([O-])=O.CC([O-])=O.[Pd+2].C(OCC)(=O)C.O.O1CCOCC1. The product is [CH:26]([NH:30][C:2]1[CH:3]=[C:4]([N:11]([CH2:19][CH:20]2[CH2:25][CH2:24][O:23][CH2:22][CH2:21]2)[C:12](=[O:18])[O:13][C:14]([CH3:17])([CH3:16])[CH3:15])[C:5]2[N:6]([CH:8]=[CH:9][N:10]=2)[N:7]=1)([CH2:28][CH3:29])[CH3:27]. The yield is 0.570. (7) The reactants are [H-].[H-].[H-].[H-].[Li+].[Al+3].[S:7]1[CH:11]=[CH:10][C:9]([C:12]2([C:18]#[N:19])[CH2:17][CH2:16][CH2:15][CH2:14][CH2:13]2)=[CH:8]1. The catalyst is C1COCC1. The product is [S:7]1[CH:11]=[CH:10][C:9]([C:12]2([CH2:18][NH2:19])[CH2:17][CH2:16][CH2:15][CH2:14][CH2:13]2)=[CH:8]1. The yield is 0.490.